This data is from NCI-60 drug combinations with 297,098 pairs across 59 cell lines. The task is: Regression. Given two drug SMILES strings and cell line genomic features, predict the synergy score measuring deviation from expected non-interaction effect. (1) Synergy scores: CSS=23.8, Synergy_ZIP=-5.06, Synergy_Bliss=-4.23, Synergy_Loewe=-2.59, Synergy_HSA=-1.08. Drug 1: C1CC(=O)NC(=O)C1N2CC3=C(C2=O)C=CC=C3N. Cell line: CCRF-CEM. Drug 2: C(CC(=O)O)C(=O)CN.Cl. (2) Drug 1: CN(C)N=NC1=C(NC=N1)C(=O)N. Drug 2: CC1=C(C(=O)C2=C(C1=O)N3CC4C(C3(C2COC(=O)N)OC)N4)N. Cell line: SNB-75. Synergy scores: CSS=41.0, Synergy_ZIP=3.68, Synergy_Bliss=4.08, Synergy_Loewe=-65.4, Synergy_HSA=2.66. (3) Drug 1: CCCCCOC(=O)NC1=NC(=O)N(C=C1F)C2C(C(C(O2)C)O)O. Drug 2: CC(C)NC(=O)C1=CC=C(C=C1)CNNC.Cl. Cell line: NCI-H460. Synergy scores: CSS=-3.20, Synergy_ZIP=3.87, Synergy_Bliss=5.60, Synergy_Loewe=-0.191, Synergy_HSA=0.740. (4) Drug 1: CN(C(=O)NC(C=O)C(C(C(CO)O)O)O)N=O. Drug 2: C1CNP(=O)(OC1)N(CCCl)CCCl. Cell line: 786-0. Synergy scores: CSS=-0.804, Synergy_ZIP=1.59, Synergy_Bliss=2.54, Synergy_Loewe=-0.156, Synergy_HSA=0.182. (5) Drug 1: C1CC(C1)(C2=CC=C(C=C2)C3=C(C=C4C(=N3)C=CN5C4=NNC5=O)C6=CC=CC=C6)N. Drug 2: CC1CC(C(C(C=C(C(C(C=CC=C(C(=O)NC2=CC(=O)C(=C(C1)C2=O)OC)C)OC)OC(=O)N)C)C)O)OC. Cell line: SW-620. Synergy scores: CSS=69.5, Synergy_ZIP=4.77, Synergy_Bliss=3.88, Synergy_Loewe=-7.07, Synergy_HSA=6.42. (6) Drug 1: CC(CN1CC(=O)NC(=O)C1)N2CC(=O)NC(=O)C2. Drug 2: CC1C(C(CC(O1)OC2CC(OC(C2O)C)OC3=CC4=CC5=C(C(=O)C(C(C5)C(C(=O)C(C(C)O)O)OC)OC6CC(C(C(O6)C)O)OC7CC(C(C(O7)C)O)OC8CC(C(C(O8)C)O)(C)O)C(=C4C(=C3C)O)O)O)O. Cell line: MDA-MB-435. Synergy scores: CSS=1.05, Synergy_ZIP=-1.94, Synergy_Bliss=-3.04, Synergy_Loewe=-99.3, Synergy_HSA=-5.47.